From a dataset of Reaction yield outcomes from USPTO patents with 853,638 reactions. Predict the reaction yield, written as a fraction of the theoretical maximum amount of product (1.0 means a 100% yield; for example, 0.34 means a 34% yield). (1) The reactants are C([O-])(O)=O.[Na+].[NH2:6][C@@H:7]([C:11]([OH:13])=[O:12])[C@H:8]([CH3:10])[OH:9].Cl[C:15]([O:17][CH2:18][CH2:19][CH2:20][CH2:21][CH2:22][CH2:23][CH2:24][CH3:25])=[O:16]. The catalyst is C1COCC1.O.[Br-].C([N+](CCCC)(CCCC)CCCC)CCC. The product is [OH:9][C@@H:8]([CH3:10])[C@@H:7]([NH:6][C:15]([O:17][CH2:18][CH2:19][CH2:20][CH2:21][CH2:22][CH2:23][CH2:24][CH3:25])=[O:16])[C:11]([OH:13])=[O:12]. The yield is 0.270. (2) The reactants are N(C(N1CCCCC1)=O)=NC(N1CCCCC1)=O.[Cl:19][C:20]1[CH:39]=[CH:38][C:23]([NH:24][C:25]2[C:34]3[C:29](=[CH:30][C:31]([OH:37])=[C:32]([O:35][CH3:36])[CH:33]=3)[N:28]=[CH:27][N:26]=2)=[C:22]([F:40])[CH:21]=1.O[CH2:42][C:43]1[CH:48]=[CH:47][N:46]=[C:45]([C:49]([O:51][CH2:52][CH3:53])=[O:50])[CH:44]=1.C(P(CCCC)CCCC)CCC. The catalyst is C(Cl)Cl. The product is [Cl:19][C:20]1[CH:39]=[CH:38][C:23]([NH:24][C:25]2[C:34]3[C:29](=[CH:30][C:31]([O:37][CH2:42][C:43]4[CH:48]=[CH:47][N:46]=[C:45]([C:49]([O:51][CH2:52][CH3:53])=[O:50])[CH:44]=4)=[C:32]([O:35][CH3:36])[CH:33]=3)[N:28]=[CH:27][N:26]=2)=[C:22]([F:40])[CH:21]=1. The yield is 0.600. (3) The reactants are [NH2:1][C:2]1[CH:7]=[CH:6][C:5]([C:8]2[N:9]=[C:10]([N:29]3[CH2:34][CH2:33][O:32][CH2:31][CH2:30]3)[C:11]3[N:16]=[N:15][N:14]([CH2:17][CH:18]4[CH2:21][N:20]([C:22]([O:24][C:25]([CH3:28])([CH3:27])[CH3:26])=[O:23])[CH2:19]4)[C:12]=3[N:13]=2)=[CH:4][CH:3]=1.[C:35]1([N:41]=[C:42]=[O:43])[CH:40]=[CH:39][CH:38]=[CH:37][CH:36]=1.CCN(CC)CC. The catalyst is C(Cl)(Cl)Cl. The product is [N:29]1([C:10]2[C:11]3[N:16]=[N:15][N:14]([CH2:17][CH:18]4[CH2:21][N:20]([C:22]([O:24][C:25]([CH3:28])([CH3:26])[CH3:27])=[O:23])[CH2:19]4)[C:12]=3[N:13]=[C:8]([C:5]3[CH:4]=[CH:3][C:2]([NH:1][C:42](=[O:43])[NH:41][C:35]4[CH:40]=[CH:39][CH:38]=[CH:37][CH:36]=4)=[CH:7][CH:6]=3)[N:9]=2)[CH2:30][CH2:31][O:32][CH2:33][CH2:34]1. The yield is 0.510. (4) The reactants are [C:1]1([C:7]2[N:12]=[C:11](C3C=CC=CC=3)[N:10]=[C:9]([C:19]3[CH:24]=[C:23](C4C5C(C6C=CC=CC=6C=4)=CC=CC=5)[CH:22]=[C:21](B4OC(C)(C)C(C)(C)O4)[CH:20]=3)[N:8]=2)[CH:6]=[CH:5][CH:4]=[CH:3][CH:2]=1.ClC1N=C(C)C=C(C)N=1.P([O-])([O-])([O-])=O.[K+].[K+].[K+]. The catalyst is O1CCOCC1.O.[Pd].C1(P(C2C=CC=CC=2)C2C=CC=CC=2)C=CC=CC=1.C1(P(C2C=CC=CC=2)C2C=CC=CC=2)C=CC=CC=1.C1(P(C2C=CC=CC=2)C2C=CC=CC=2)C=CC=CC=1.C1(P(C2C=CC=CC=2)C2C=CC=CC=2)C=CC=CC=1. The product is [C:1]1([C:7]2[N:8]=[C:9]([C:19]3[CH:20]=[CH:21][CH:22]=[CH:23][CH:24]=3)[N:10]=[CH:11][N:12]=2)[CH:6]=[CH:5][CH:4]=[CH:3][CH:2]=1. The yield is 0.790. (5) The product is [CH3:32][S:33]([O:31][C:3]1[CH:4]=[CH:5][C:6]2[NH:7][C:8]([C:14]3[C:15](=[O:30])[N:16]([NH:25][CH2:26][CH:27]([CH3:29])[CH3:28])[C:17]4[C:22]([C:23]=3[OH:24])=[CH:21][CH:20]=[CH:19][CH:18]=4)=[N:9][S:10](=[O:12])(=[O:13])[C:11]=2[C:2]=1[NH2:1])(=[O:35])=[O:34]. The catalyst is O1CCCC1. The yield is 0.280. The reactants are [NH2:1][C:2]1[C:11]2[S:10](=[O:13])(=[O:12])[N:9]=[C:8]([C:14]3[C:15](=[O:30])[N:16]([NH:25][CH2:26][CH:27]([CH3:29])[CH3:28])[C:17]4[C:22]([C:23]=3[OH:24])=[CH:21][CH:20]=[CH:19][CH:18]=4)[NH:7][C:6]=2[CH:5]=[CH:4][C:3]=1[OH:31].[CH3:32][S:33](Cl)(=[O:35])=[O:34].C(N(C(C)C)CC)(C)C.O. (6) The reactants are [Cl:1][C:2]1[N:7]=[CH:6][C:5]([OH:8])=[CH:4][CH:3]=1.C([O-])([O-])=O.[Na+].[Na+].[I:15]I.[O-]S([O-])(=S)=O.[Na+].[Na+]. The catalyst is O. The product is [Cl:1][C:2]1[N:7]=[C:6]([I:15])[C:5]([OH:8])=[CH:4][CH:3]=1. The yield is 0.709.